Dataset: Reaction yield outcomes from USPTO patents with 853,638 reactions. Task: Predict the reaction yield, written as a fraction of the theoretical maximum amount of product (1.0 means a 100% yield; for example, 0.34 means a 34% yield). (1) The reactants are Br[CH:2]1[CH2:8][CH2:7][CH2:6][C:5]2[CH:9]=[C:10]([N:13]3[CH2:17][C@H:16]([CH2:18][NH:19][C:20](=[O:22])[CH3:21])[O:15][C:14]3=[O:23])[CH:11]=[CH:12][C:4]=2[C:3]1=O.[CH3:25][O:26][CH2:27][CH2:28][NH:29][C:30](=S)[NH:31][NH2:32]. No catalyst specified. The product is [CH3:25][O:26][CH2:27][CH2:28][NH:29][C:30]1[C:2]2[CH2:8][CH2:7][CH2:6][C:5]3[CH:9]=[C:10]([N:13]4[CH2:17][C@H:16]([CH2:18][NH:19][C:20](=[O:22])[CH3:21])[O:15][C:14]4=[O:23])[CH:11]=[CH:12][C:4]=3[C:3]=2[NH:32][N:31]=1. The yield is 0.520. (2) The reactants are I(O)(=O)(=O)=O.[CH:6]1([C:9]2[CH:14]=[CH:13][C:12]([C:15]3[CH:19]=[C:18]([CH2:20][CH2:21][OH:22])[O:17][N:16]=3)=[C:11]([C:23]([F:26])([F:25])[F:24])[CH:10]=2)[CH2:8][CH2:7]1.[OH-].[Na+].[OH:29]S(O)(=O)=O. The catalyst is C(#N)C.O.CC(OC)(C)C.[Cr](Cl)([O-])(=O)=O.[NH+]1C=CC=CC=1. The product is [CH:6]1([C:9]2[CH:14]=[CH:13][C:12]([C:15]3[CH:19]=[C:18]([CH2:20][C:21]([OH:29])=[O:22])[O:17][N:16]=3)=[C:11]([C:23]([F:26])([F:25])[F:24])[CH:10]=2)[CH2:8][CH2:7]1. The yield is 0.810. (3) The reactants are [NH:1]1[C:9]2[C:4](=[CH:5][C:6](/[CH:10]=[CH:11]/[C:12]([O:14]C)=[O:13])=[CH:7][CH:8]=2)[CH:3]=[CH:2]1.[Li+].[OH-].Cl. The catalyst is CO.O. The product is [NH:1]1[C:9]2[C:4](=[CH:5][C:6](/[CH:10]=[CH:11]/[C:12]([OH:14])=[O:13])=[CH:7][CH:8]=2)[CH:3]=[CH:2]1. The yield is 0.940. (4) The reactants are Cl.[F:2][C:3]1[CH:4]=[CH:5][C:6]([CH2:9][O:10][C:11]2[CH:16]=[CH:15][N:14]([C:17]3[CH:22]=[CH:21][C:20]4[C:23]5[CH2:28][CH2:27][NH:26][CH2:25][C:24]=5[S:29][C:19]=4[CH:18]=3)[C:13](=[O:30])[CH:12]=2)=[N:7][CH:8]=1.C(N(CC)CC)C.[C:38](Cl)([CH3:40])=[O:39]. The catalyst is C(Cl)Cl.C([O-])(O)=O.[Na+]. The product is [C:38]([N:26]1[CH2:27][CH2:28][C:23]2[C:20]3[CH:21]=[CH:22][C:17]([N:14]4[CH:15]=[CH:16][C:11]([O:10][CH2:9][C:6]5[CH:5]=[CH:4][C:3]([F:2])=[CH:8][N:7]=5)=[CH:12][C:13]4=[O:30])=[CH:18][C:19]=3[S:29][C:24]=2[CH2:25]1)(=[O:39])[CH3:40]. The yield is 0.780. (5) The catalyst is CO.O1CCOCC1. The reactants are [ClH:1].Cl.Cl.[CH2:4]([N:11]([CH2:25]/[CH:26]=[CH:27]/[C:28]1[CH:29]=[C:30]([CH:34]=[CH:35][CH:36]=1)[C:31]([NH2:33])=[NH:32])[C:12]1[CH:17]=[CH:16][C:15]([O:18][CH:19]2[CH2:24][CH2:23][NH:22][CH2:21][CH2:20]2)=[CH:14][CH:13]=1)[C:5]1[CH:10]=[CH:9][CH:8]=[CH:7][CH:6]=1.Cl.[C:38](=[NH:43])(OCC)[CH3:39].C(N(CC)CC)C.Cl. The yield is 0.700. The product is [ClH:1].[ClH:1].[ClH:1].[C:38]([N:22]1[CH2:21][CH2:20][CH:19]([O:18][C:15]2[CH:14]=[CH:13][C:12]([N:11]([CH2:25]/[CH:26]=[CH:27]/[C:28]3[CH:29]=[C:30]([CH:34]=[CH:35][CH:36]=3)[C:31]([NH2:33])=[NH:32])[CH2:4][C:5]3[CH:6]=[CH:7][CH:8]=[CH:9][CH:10]=3)=[CH:17][CH:16]=2)[CH2:24][CH2:23]1)(=[NH:43])[CH3:39]. (6) The reactants are Cl[CH:2]([C:15]1[CH:20]=[CH:19][CH:18]=[CH:17][CH:16]=1)[C:3]([C:5]1[C:13]2[C:8](=[CH:9][CH:10]=[CH:11][CH:12]=2)[N:7]([CH3:14])[CH:6]=1)=[O:4].C(N(CC)CC)C.[C:28]([O:31][CH2:32][C:33]1[CH:38]=[C:37]([O:39][CH3:40])[CH:36]=[C:35]([NH2:41])[CH:34]=1)(=[O:30])[CH3:29]. The catalyst is C(#N)C. The product is [C:28]([O:31][CH2:32][C:33]1[CH:34]=[C:35]([NH:41][CH:2]([C:15]2[CH:20]=[CH:19][CH:18]=[CH:17][CH:16]=2)[C:3]([C:5]2[C:13]3[C:8](=[CH:9][CH:10]=[CH:11][CH:12]=3)[N:7]([CH3:14])[CH:6]=2)=[O:4])[CH:36]=[C:37]([O:39][CH3:40])[CH:38]=1)(=[O:30])[CH3:29]. The yield is 0.460. (7) The reactants are [O:1]1[CH2:6][CH2:5][CH:4]([OH:7])[CH2:3][CH2:2]1.Cl[C:9]1[CH:10]=[CH:11][C:12]([N+:24]([O-:26])=[O:25])=[C:13]([CH2:15][NH:16][C:17](=[O:23])[O:18][C:19]([CH3:22])([CH3:21])[CH3:20])[CH:14]=1.[H-].[Na+].CN(C)C=O. The catalyst is C(OCC)(=O)C.CCCCCC. The product is [O:1]1[CH2:6][CH2:5][CH:4]([O:7][C:9]2[CH:10]=[CH:11][C:12]([N+:24]([O-:26])=[O:25])=[C:13]([CH2:15][NH:16][C:17](=[O:23])[O:18][C:19]([CH3:22])([CH3:20])[CH3:21])[CH:14]=2)[CH2:3][CH2:2]1. The yield is 0.600. (8) The reactants are [CH2:1]([O:3][C:4](=[O:21])[NH:5][C@@H:6]([C:11]1[CH:16]=[CH:15][CH:14]=[C:13]([C:17]([F:20])([F:19])[F:18])[CH:12]=1)[CH2:7][N:8]=[N+]=[N-])[CH3:2]. The catalyst is CCO.[Pd]. The product is [CH2:1]([O:3][C:4](=[O:21])[NH:5][C@@H:6]([C:11]1[CH:16]=[CH:15][CH:14]=[C:13]([C:17]([F:19])([F:18])[F:20])[CH:12]=1)[CH2:7][NH2:8])[CH3:2]. The yield is 0.950. (9) The reactants are [OH:1][C@H:2]([CH2:29][C:30]([CH3:33])([CH3:32])[CH3:31])[C:3]([N:5]1[CH2:10][CH2:9][N:8]([C:11]2[C:20]3[C:15](=[CH:16][C:17]([CH3:21])=[CH:18][CH:19]=3)[N:14]=[C:13]([C:22]3[CH:27]=[CH:26][CH:25]=[CH:24][C:23]=3[OH:28])[N:12]=2)[CH2:7][CH2:6]1)=[O:4].CCOCC.[ClH:39]. The catalyst is C(Cl)Cl. The product is [ClH:39].[OH:1][C@H:2]([CH2:29][C:30]([CH3:33])([CH3:32])[CH3:31])[C:3]([N:5]1[CH2:10][CH2:9][N:8]([C:11]2[C:20]3[C:15](=[CH:16][C:17]([CH3:21])=[CH:18][CH:19]=3)[N:14]=[C:13]([C:22]3[CH:27]=[CH:26][CH:25]=[CH:24][C:23]=3[OH:28])[N:12]=2)[CH2:7][CH2:6]1)=[O:4]. The yield is 0.910. (10) The reactants are [Cl:1][CH2:2][CH2:3][N:4]1[C:13]2[CH:12]=[CH:11][C:10]([CH3:14])=[CH:9][C:8]=2[C:7](=[O:15])[C:6]2[N:16]([CH3:19])[N:17]=[CH:18][C:5]1=2.[N-:20]=[N+]=[N-].[Na+].O. The catalyst is CN(C)C=O. The product is [ClH:1].[NH2:20][CH2:2][CH2:3][N:4]1[C:13]2[CH:12]=[CH:11][C:10]([CH3:14])=[CH:9][C:8]=2[C:7](=[O:15])[C:6]2[N:16]([CH3:19])[N:17]=[CH:18][C:5]1=2. The yield is 0.990.